Dataset: Full USPTO retrosynthesis dataset with 1.9M reactions from patents (1976-2016). Task: Predict the reactants needed to synthesize the given product. (1) Given the product [C:32]([O:31][C:29]([C:28]1[C:27]([OH:36])=[C:26]([C:44]([F:46])([F:47])[F:45])[CH:25]=[CH:24][C:23]=1[CH2:22][O:1][C:2]1[CH:3]=[CH:4][C:5]([C:8]2[CH:13]=[CH:12][C:11]([CH:14]([CH3:19])[C:15]([OH:17])=[O:16])=[CH:10][C:9]=2[CH3:20])=[CH:6][CH:7]=1)=[O:30])([CH3:35])([CH3:33])[CH3:34], predict the reactants needed to synthesize it. The reactants are: [OH:1][C:2]1[CH:7]=[CH:6][C:5]([C:8]2[CH:13]=[CH:12][C:11]([CH:14]([CH3:19])[C:15]([O:17]C)=[O:16])=[CH:10][C:9]=2[CH3:20])=[CH:4][CH:3]=1.Br[CH2:22][C:23]1[C:28]([C:29]([O:31][C:32]([CH3:35])([CH3:34])[CH3:33])=[O:30])=[C:27]([O:36]C(OC(C)(C)C)=O)[C:26]([C:44]([F:47])([F:46])[F:45])=[CH:25][CH:24]=1. (2) Given the product [NH:29]1[CH2:28][CH2:27][CH:26]([C:22]2[CH:21]=[C:20]([NH:19][C:3]([CH:2]3[CH2:18][CH2:1]3)=[O:4])[CH:25]=[CH:24][CH:23]=2)[CH2:31][CH2:30]1, predict the reactants needed to synthesize it. The reactants are: [CH3:1][CH:2]([CH3:18])[C:3](NC1C=CC(C2CCNCC2)=CC=1)=[O:4].[NH2:19][C:20]1[CH:21]=[C:22]([CH:26]2[CH2:31][CH2:30][N:29](C(OC(C)(C)C)=O)[CH2:28][CH2:27]2)[CH:23]=[CH:24][CH:25]=1.C1(C(Cl)=O)CC1.